From a dataset of Full USPTO retrosynthesis dataset with 1.9M reactions from patents (1976-2016). Predict the reactants needed to synthesize the given product. The reactants are: [CH3:1][O:2][C:3](=[O:15])[NH:4][CH:5]1[CH2:13][C:12]2[C:7](=[CH:8][CH:9]=[CH:10][CH:11]=2)[CH:6]1[OH:14].N[C@H:17]([C:25](O)=[O:26])CC1C=CC=CC=1.N1C=CC=CC=1.C(Cl)(=O)C. Given the product [CH3:1][O:2][C:3](=[O:15])[NH:4][CH:5]1[CH2:13][C:12]2[C:7](=[CH:8][CH:9]=[CH:10][CH:11]=2)[CH:6]1[O:14][C:25](=[O:26])[CH3:17], predict the reactants needed to synthesize it.